Dataset: Peptide-MHC class I binding affinity with 185,985 pairs from IEDB/IMGT. Task: Regression. Given a peptide amino acid sequence and an MHC pseudo amino acid sequence, predict their binding affinity value. This is MHC class I binding data. The peptide sequence is VYSFDESSF. The MHC is HLA-B15:01 with pseudo-sequence HLA-B15:01. The binding affinity (normalized) is 0.285.